Dataset: Peptide-MHC class I binding affinity with 185,985 pairs from IEDB/IMGT. Task: Regression. Given a peptide amino acid sequence and an MHC pseudo amino acid sequence, predict their binding affinity value. This is MHC class I binding data. The peptide sequence is FTSVGKLVHQ. The MHC is HLA-B58:01 with pseudo-sequence HLA-B58:01. The binding affinity (normalized) is 0.333.